Task: Predict the product of the given reaction.. Dataset: Forward reaction prediction with 1.9M reactions from USPTO patents (1976-2016) (1) Given the reactants [CH:1]1([C:7]2[C:15]3[C:10](=[CH:11][C:12]([C:16]([OH:18])=O)=[CH:13][CH:14]=3)[N:9]([CH2:19][C:20]([N:22]([CH3:24])[CH3:23])=[O:21])[C:8]=2[C:25]2[CH:30]=[CH:29][CH:28]=[CH:27][CH:26]=2)[CH2:6][CH2:5][CH2:4][CH2:3][CH2:2]1.[N:31]1C=CC=CC=1.C(OC(OC(C)(C)C)=O)(OC(C)(C)C)=O, predict the reaction product. The product is: [CH:1]1([C:7]2[C:15]3[C:10](=[CH:11][C:12]([C:16]([NH2:31])=[O:18])=[CH:13][CH:14]=3)[N:9]([CH2:19][C:20]([N:22]([CH3:24])[CH3:23])=[O:21])[C:8]=2[C:25]2[CH:30]=[CH:29][CH:28]=[CH:27][CH:26]=2)[CH2:2][CH2:3][CH2:4][CH2:5][CH2:6]1. (2) Given the reactants [CH3:1][C:2]1[N:3]=[C:4]([C:23]2[CH:28]=[CH:27][CH:26]=[CH:25][CH:24]=2)[O:5][C:6]=1[C:7]([N:9]([CH2:17][C:18]([O:20]CC)=[O:19])[CH2:10][C:11]1[CH:16]=[CH:15][CH:14]=[CH:13][N:12]=1)=[O:8].[OH-].[Li+].Cl.C(OCC)(=O)C, predict the reaction product. The product is: [CH3:1][C:2]1[N:3]=[C:4]([C:23]2[CH:28]=[CH:27][CH:26]=[CH:25][CH:24]=2)[O:5][C:6]=1[C:7]([N:9]([CH2:17][C:18]([OH:20])=[O:19])[CH2:10][C:11]1[CH:16]=[CH:15][CH:14]=[CH:13][N:12]=1)=[O:8]. (3) Given the reactants C(OC([NH:8][C@H:9]([C:31]([O:33]C(C)(C)C)=[O:32])[CH2:10][C@H:11]([CH2:19][C:20]1[CH:25]=[CH:24][C:23]([O:26][CH2:27][CH2:28][F:29])=[CH:22][N+:21]=1[O-:30])[C:12]([O:14]C(C)(C)C)=[O:13])=O)(C)(C)C.FC(F)(F)C(O)=O, predict the reaction product. The product is: [F:29][CH2:28][CH2:27][O:26][C:23]1[CH:24]=[CH:25][C:20]([CH2:19][C@H:11]([C:12]([OH:14])=[O:13])[CH2:10][C@@H:9]([C:31]([OH:33])=[O:32])[NH2:8])=[N+:21]([O-:30])[CH:22]=1. (4) Given the reactants [C:1]1([Mg]Br)[CH:6]=[CH:5][CH:4]=[CH:3][CH:2]=1.Cl[N:10]1[CH:19]=[CH:18][C:17]2[C:12](=[CH:13][CH:14]=[CH:15][CH:16]=2)[CH2:11]1, predict the reaction product. The product is: [C:1]1([N:10]2[CH:19]=[CH:18][C:17]3[C:12](=[CH:13][CH:14]=[CH:15][CH:16]=3)[CH2:11]2)[CH:6]=[CH:5][CH:4]=[CH:3][CH:2]=1.